Dataset: Full USPTO retrosynthesis dataset with 1.9M reactions from patents (1976-2016). Task: Predict the reactants needed to synthesize the given product. Given the product [NH2:41][C:40](=[NH:39])[NH:42][C:20](=[O:22])[CH2:19][N:9]1[C:10]([C:13]2[CH:18]=[CH:17][CH:16]=[CH:15][CH:14]=2)=[CH:11][CH:12]=[C:8]1[CH2:1][C:2]1[CH:7]=[CH:6][CH:5]=[CH:4][CH:3]=1, predict the reactants needed to synthesize it. The reactants are: [CH2:1]([C:8]1[N:9]([CH2:19][C:20]([OH:22])=O)[C:10]([C:13]2[CH:18]=[CH:17][CH:16]=[CH:15][CH:14]=2)=[CH:11][CH:12]=1)[C:2]1[CH:7]=[CH:6][CH:5]=[CH:4][CH:3]=1.C(N1C=CN=C1)(N1C=CN=C1)=O.C(=O)(O)O.[NH2:39][C:40]([NH2:42])=[NH:41].C(N(CC)CC)C.